The task is: Predict the reaction yield, written as a fraction of the theoretical maximum amount of product (1.0 means a 100% yield; for example, 0.34 means a 34% yield).. This data is from Reaction yield outcomes from USPTO patents with 853,638 reactions. (1) The reactants are CC[N:3]([CH2:6][CH3:7])[CH2:4][CH3:5].Br[C:9]1[CH:16]=[C:15]([F:17])[CH:14]=[CH:13][C:10]=1C=O.C#CC.N.CO.C1C2C(=CC=CC=2)C=CN=1. The catalyst is Cl[Pd](Cl)([P](C1C=CC=CC=1)(C1C=CC=CC=1)C1C=CC=CC=1)[P](C1C=CC=CC=1)(C1C=CC=CC=1)C1C=CC=CC=1.[Cu]I.CN(C=O)C. The product is [F:17][C:15]1[CH:14]=[C:13]2[C:5](=[CH:9][CH:16]=1)[CH:4]=[N:3][C:6]([CH3:7])=[CH:10]2. The yield is 0.870. (2) The reactants are [Cl:1][C:2]1[CH:3]=[C:4]([C:8]2[O:12][N:11]=[C:10]([CH:13]([OH:15])[CH3:14])[CH:9]=2)[CH:5]=[CH:6][CH:7]=1.[C:16](OC=C)(=[O:18])[CH3:17]. The catalyst is C1(C)C=CC=CC=1. The product is [C:16]([O:15][C@@H:13]([C:10]1[CH:9]=[C:8]([C:4]2[CH:5]=[CH:6][CH:7]=[C:2]([Cl:1])[CH:3]=2)[O:12][N:11]=1)[CH3:14])(=[O:18])[CH3:17]. The yield is 0.470. (3) The catalyst is CN(C=O)C.C1OCCOCCOCCOCCOCCOC1. The product is [N:14]([CH:2]1[CH2:7][CH2:6][N:5]([C:8]([O:10][CH2:11][CH3:12])=[O:9])[CH2:4][CH:3]1[OH:13])=[N+:15]=[N-:16]. The yield is 1.00. The reactants are Br[CH:2]1[CH2:7][CH2:6][N:5]([C:8]([O:10][CH2:11][CH3:12])=[O:9])[CH2:4][CH:3]1[OH:13].[N-:14]=[N+:15]=[N-:16].[Na+].O.